Task: Predict the reaction yield, written as a fraction of the theoretical maximum amount of product (1.0 means a 100% yield; for example, 0.34 means a 34% yield).. Dataset: Reaction yield outcomes from USPTO patents with 853,638 reactions (1) The reactants are [CH2:1]([O:3][C:4]([C:6]1[S:10][C:9]([C:11]2[CH:16]=[CH:15][C:14]([C:17]([F:20])([F:19])[F:18])=[CH:13][CH:12]=2)=[N:8][C:7]=1[CH3:21])=[O:5])[CH3:2].[Br:22]N1C(=O)CCC1=O.N(C(C)(C)C#N)=NC(C)(C)C#N.O. The catalyst is C(Cl)(Cl)Cl. The product is [CH2:1]([O:3][C:4]([C:6]1[S:10][C:9]([C:11]2[CH:16]=[CH:15][C:14]([C:17]([F:19])([F:20])[F:18])=[CH:13][CH:12]=2)=[N:8][C:7]=1[CH2:21][Br:22])=[O:5])[CH3:2]. The yield is 0.990. (2) The reactants are [Li]CCCC.[Si]([CH:10]=[N+:11]=[N-:12])(C)(C)C.[O:13]=[C:14]1[N:18]([C:19]([O:21][C:22]([CH3:25])([CH3:24])[CH3:23])=[O:20])[C@H:17]([C:26]([O:28][CH2:29][CH3:30])=[O:27])[CH2:16][CH2:15]1. The catalyst is C1COCC1. The product is [C:22]([O:21][C:19]([NH:18][C@@H:17]([CH2:16][CH2:15][C:14](=[O:13])[CH:10]=[N+:11]=[N-:12])[C:26]([O:28][CH2:29][CH3:30])=[O:27])=[O:20])([CH3:23])([CH3:25])[CH3:24]. The yield is 0.750. (3) The product is [Cl:15][C:16]1[C:21]([C:22]2[C:23]([F:30])=[CH:24][C:25]([F:29])=[CH:26][C:27]=2[F:28])=[C:20]([NH:5][C@@H:3]([C:2]([CH3:7])([CH3:6])[CH3:1])[CH3:4])[N:19]2[N:32]=[CH:33][N:34]=[C:18]2[N:17]=1. The yield is 0.760. The catalyst is ClCCl. The reactants are [CH3:1][C:2]([CH3:7])([CH3:6])[C@H:3]([NH2:5])[CH3:4].C(N(CC)CC)C.[Cl:15][C:16]1[C:21]([C:22]2[C:27]([F:28])=[CH:26][C:25]([F:29])=[CH:24][C:23]=2[F:30])=[C:20](Cl)[N:19]2[N:32]=[CH:33][N:34]=[C:18]2[N:17]=1. (4) The reactants are [C:1]([O:5][C:6]([N:8]1[CH2:13][CH2:12][CH:11]([CH2:14][O:15]S(C2C=CC(C)=CC=2)(=O)=O)[CH2:10][CH2:9]1)=[O:7])([CH3:4])([CH3:3])[CH3:2].O[C:27]1[CH:37]=[CH:36][C:30]([C:31]([O:33][CH2:34][CH3:35])=[O:32])=[CH:29][C:28]=1[O:38][CH3:39].C(=O)([O-])[O-].[K+].[K+]. The catalyst is CN(C=O)C. The product is [C:1]([O:5][C:6]([N:8]1[CH2:9][CH2:10][CH:11]([CH2:14][O:15][C:27]2[CH:37]=[CH:36][C:30]([C:31]([O:33][CH2:34][CH3:35])=[O:32])=[CH:29][C:28]=2[O:38][CH3:39])[CH2:12][CH2:13]1)=[O:7])([CH3:2])([CH3:3])[CH3:4]. The yield is 0.890. (5) The reactants are [Cl:1][C:2]1[C:3]([NH:15][CH:16]2[C:20]3([CH2:24][CH2:23][CH2:22][CH2:21]3)[CH2:19][NH:18][CH2:17]2)=[N:4][C:5]([NH:8][C:9]2[CH:10]=[N:11][N:12]([CH3:14])[CH:13]=2)=[N:6][CH:7]=1.[C:25]([CH2:27][C:28](O)=[O:29])#[N:26].CN(C(ON1N=NC2C=CC=NC1=2)=[N+](C)C)C.F[P-](F)(F)(F)(F)F.CCN(CC)CC. The catalyst is C(Cl)Cl.CN(C=O)C.O. The product is [Cl:1][C:2]1[C:3]([NH:15][CH:16]2[C:20]3([CH2:21][CH2:22][CH2:23][CH2:24]3)[CH2:19][N:18]([C:28](=[O:29])[CH2:27][C:25]#[N:26])[CH2:17]2)=[N:4][C:5]([NH:8][C:9]2[CH:10]=[N:11][N:12]([CH3:14])[CH:13]=2)=[N:6][CH:7]=1. The yield is 0.618. (6) The reactants are [Br:1][C:2]1[C:3]([C:24]2[CH:29]=[CH:28][N:27]=[C:26]([N:30](C(OC(C)(C)C)=O)[CH3:31])[N:25]=2)=[C:4]([C:17]2[CH:22]=[CH:21][C:20]([F:23])=[CH:19][CH:18]=2)[N:5]([Si](C(C)C)(C(C)C)C(C)C)[CH:6]=1.O1CCCC1.O.C(=O)([O-])O.[Na+]. The catalyst is Cl.O1CCOCC1. The product is [Br:1][C:2]1[C:3]([C:24]2[CH:29]=[CH:28][N:27]=[C:26]([NH:30][CH3:31])[N:25]=2)=[C:4]([C:17]2[CH:18]=[CH:19][C:20]([F:23])=[CH:21][CH:22]=2)[NH:5][CH:6]=1. The yield is 0.740. (7) The reactants are [OH:1][CH2:2][CH2:3][N:4]1[CH2:8][CH2:7][N:6]([C:9]2[S:13][C:12]([C:14]([O:16][CH2:17][CH3:18])=[O:15])=[C:11]([CH3:19])[CH:10]=2)[C:5]1=[O:20].[C:21]1(C)[C:22]([S:27](Cl)(=[O:29])=[O:28])=[CH:23][CH:24]=[CH:25][CH:26]=1.Cl[CH2:33]Cl. The catalyst is N1C=CC=CC=1. The product is [CH3:19][C:11]1[CH:10]=[C:9]([N:6]2[CH2:7][CH2:8][N:4]([CH2:3][CH2:2][O:1][S:27]([C:22]3[CH:21]=[CH:26][C:25]([CH3:33])=[CH:24][CH:23]=3)(=[O:28])=[O:29])[C:5]2=[O:20])[S:13][C:12]=1[C:14]([O:16][CH2:17][CH3:18])=[O:15]. The yield is 0.560.